This data is from Peptide-MHC class II binding affinity with 134,281 pairs from IEDB. The task is: Regression. Given a peptide amino acid sequence and an MHC pseudo amino acid sequence, predict their binding affinity value. This is MHC class II binding data. The peptide sequence is EKNYFAATQFEPLAA. The MHC is DRB1_1001 with pseudo-sequence DRB1_1001. The binding affinity (normalized) is 0.444.